Dataset: Reaction yield outcomes from USPTO patents with 853,638 reactions. Task: Predict the reaction yield, written as a fraction of the theoretical maximum amount of product (1.0 means a 100% yield; for example, 0.34 means a 34% yield). (1) The reactants are [Cl:1][C:2]1[CH:3]=[C:4]2[C:9](=[CH:10][CH:11]=1)[O:8][C:7](=[O:12])[CH:6]=[C:5]2[NH:13][CH:14]1[CH2:19][CH2:18][NH:17][CH2:16][CH2:15]1.[F:20][C:21]1[CH:26]=[CH:25][C:24]([C:27](=[O:33])[CH2:28][CH2:29][CH2:30][CH2:31]Cl)=[CH:23][CH:22]=1. No catalyst specified. The product is [Cl:1][C:2]1[CH:3]=[C:4]2[C:9](=[CH:10][CH:11]=1)[O:8][C:7](=[O:12])[CH:6]=[C:5]2[NH:13][CH:14]1[CH2:19][CH2:18][N:17]([CH2:31][CH2:30][CH2:29][CH2:28][C:27]([C:24]2[CH:23]=[CH:22][C:21]([F:20])=[CH:26][CH:25]=2)=[O:33])[CH2:16][CH2:15]1. The yield is 0.274. (2) The reactants are [Br:1][C:2]1[CH:10]=[C:9]([F:11])[C:5]([C:6](O)=[O:7])=[C:4]([F:12])[CH:3]=1. The catalyst is C1COCC1. The product is [Br:1][C:2]1[CH:3]=[C:4]([F:12])[C:5]([CH2:6][OH:7])=[C:9]([F:11])[CH:10]=1. The yield is 0.952. (3) The reactants are [I:1][C:2]1[CH:3]=[C:4]([CH:8]=[C:9]([N+:11]([O-:13])=[O:12])[CH:10]=1)[C:5]([OH:7])=[O:6].O=S(Cl)Cl.[CH3:18]O. No catalyst specified. The product is [CH3:18][O:6][C:5](=[O:7])[C:4]1[CH:8]=[C:9]([N+:11]([O-:13])=[O:12])[CH:10]=[C:2]([I:1])[CH:3]=1. The yield is 0.990. (4) The reactants are O=[C:2]1[CH2:6][CH2:5][CH2:4][CH:3]1[C:7]([O:9][CH2:10][CH3:11])=[O:8].[CH2:12]([NH2:17])[CH2:13][CH:14]([CH3:16])[CH3:15]. The catalyst is C(O)C. The product is [CH2:10]([O:9][C:7]([C:3]1[CH2:4][CH2:5][CH2:6][C:2]=1[NH:17][CH2:12][CH2:13][CH:14]([CH3:16])[CH3:15])=[O:8])[CH3:11]. The yield is 0.950. (5) The reactants are [F:1][C:2]([F:12])([F:11])[C:3]1[CH:8]=[CH:7][C:6]([O:9][CH3:10])=[CH:5][CH:4]=1.[Li]CCCC.CCCCCC.[B:24](OC(C)C)([O:29]C(C)C)[O:25]C(C)C.Cl. The catalyst is C1COCC1. The product is [CH3:10][O:9][C:6]1[CH:5]=[CH:4][C:3]([C:2]([F:11])([F:12])[F:1])=[CH:8][C:7]=1[B:24]([OH:29])[OH:25]. The yield is 0.810. (6) The reactants are [F:1][C:2]([F:13])([F:12])[O:3][C:4]1[CH:11]=[CH:10][CH:9]=[CH:8][C:5]=1[CH:6]=O.[CH3:14][N:15]([C@@H:28]1[CH2:32][CH2:31][NH:30][CH2:29]1)[C:16]1[C:21]([C:22]([O:24][CH:25]([CH3:27])[CH3:26])=[O:23])=[CH:20][CH:19]=[CH:18][N:17]=1.C(O)(=O)C. The catalyst is CS(C)=O. The product is [CH3:14][N:15]([C@@H:28]1[CH2:32][CH2:31][N:30]([CH2:6][C:5]2[CH:8]=[CH:9][CH:10]=[CH:11][C:4]=2[O:3][C:2]([F:13])([F:12])[F:1])[CH2:29]1)[C:16]1[C:21]([C:22]([O:24][CH:25]([CH3:27])[CH3:26])=[O:23])=[CH:20][CH:19]=[CH:18][N:17]=1. The yield is 0.109. (7) The reactants are [OH:1][CH:2]1[CH2:8][CH2:7][CH2:6][CH:5]([O:9][C:10]2[CH:15]=[CH:14][C:13]([N:16]3[C:21](=[O:22])[C:20]([CH2:23][C:24]4[CH:29]=[CH:28][C:27]([C:30]5[CH:35]=[CH:34][CH:33]=[CH:32][C:31]=5[C:36]5[NH:40][C:39](=[O:41])[O:38][N:37]=5)=[CH:26][CH:25]=4)=[C:19]([CH2:42][CH2:43][CH3:44])[N:18]=[C:17]3[CH3:45])=[CH:12][CH:11]=2)[CH2:4][CH2:3]1.CC(OI1(OC(C)=O)(OC(C)=O)OC(=O)C2C1=CC=CC=2)=O.C(OCC)(=O)C.S([O-])([O-])(=O)=S.[Na+].[Na+]. The catalyst is C(Cl)Cl.O. The product is [CH3:45][C:17]1[N:16]([C:13]2[CH:12]=[CH:11][C:10]([O:9][CH:5]3[CH2:6][CH2:7][CH2:8][C:2](=[O:1])[CH2:3][CH2:4]3)=[CH:15][CH:14]=2)[C:21](=[O:22])[C:20]([CH2:23][C:24]2[CH:29]=[CH:28][C:27]([C:30]3[CH:35]=[CH:34][CH:33]=[CH:32][C:31]=3[C:36]3[NH:40][C:39](=[O:41])[O:38][N:37]=3)=[CH:26][CH:25]=2)=[C:19]([CH2:42][CH2:43][CH3:44])[N:18]=1. The yield is 0.530.